From a dataset of Full USPTO retrosynthesis dataset with 1.9M reactions from patents (1976-2016). Predict the reactants needed to synthesize the given product. (1) Given the product [Cl:1][C:2]1[CH:3]=[CH:4][C:5]([CH2:6][N:7]2[C:12](=[N:13][C:14]3[CH:19]=[CH:18][C:17]([O:20][CH:21]([CH3:23])[CH3:22])=[C:16]([F:24])[CH:15]=3)[NH:11][C:10](=[O:25])[N:9]([CH2:44][CH2:43][C:42]([OH:45])=[O:41])[C:8]2=[O:26])=[CH:27][CH:28]=1, predict the reactants needed to synthesize it. The reactants are: [Cl:1][C:2]1[CH:28]=[CH:27][C:5]([CH2:6][N:7]2[C:12](=[N:13][C:14]3[CH:19]=[CH:18][C:17]([O:20][CH:21]([CH3:23])[CH3:22])=[C:16]([F:24])[CH:15]=3)[NH:11][C:10](=[O:25])[NH:9][C:8]2=[O:26])=[CH:4][CH:3]=1.CN(C=O)C.CC(C)([O-])C.[K+].C[O:41][C:42](=[O:45])[CH:43]=[CH2:44]. (2) Given the product [C:17]([C:12]1[C:11]([C:9]([C:8]2[CH:19]=[CH:20][CH:21]=[C:6]([O:5][CH2:4][CH2:3][CH:2]([F:22])[F:1])[CH:7]=2)=[N:29][S:27]([C:24]([CH3:26])([CH3:25])[CH3:23])=[O:28])=[CH:16][CH:15]=[CH:14][N:13]=1)#[N:18], predict the reactants needed to synthesize it. The reactants are: [F:1][CH:2]([F:22])[CH2:3][CH2:4][O:5][C:6]1[CH:7]=[C:8]([CH:19]=[CH:20][CH:21]=1)[C:9]([C:11]1[C:12]([C:17]#[N:18])=[N:13][CH:14]=[CH:15][CH:16]=1)=O.[CH3:23][C:24]([S:27]([NH2:29])=[O:28])([CH3:26])[CH3:25].CO.C(=O)(O)[O-].[Na+]. (3) Given the product [CH3:16][N:13]1[CH2:14][CH2:15][N:10]([C:8]([C:5]2[CH:6]=[CH:7][C:2]([C:21]3[CH:37]=[CH:46][C:47]4[N:48]([C:50]([C:53]5[CH:54]=[CH:55][C:56]([C:57]#[N:58])=[CH:59][CH:60]=5)=[CH:51][N:52]=4)[N:68]=3)=[CH:3][C:4]=2[N+:17]([O-:19])=[O:18])=[O:9])[CH2:11][CH2:12]1, predict the reactants needed to synthesize it. The reactants are: Br[C:2]1[CH:7]=[CH:6][C:5]([C:8]([N:10]2[CH2:15][CH2:14][N:13]([CH3:16])[CH2:12][CH2:11]2)=[O:9])=[C:4]([N+:17]([O-:19])=[O:18])[CH:3]=1.C[C:21]1([CH3:37])C(C)(C)OB(B2OC(C)(C)C(C)(C)O2)O1.CC([O-])=O.[K+].ClC1N=[CH:46][C:47]2[N:48]([C:50]([C:53]3[CH:60]=[CH:59][C:56]([C:57]#[N:58])=[CH:55][CH:54]=3)=[CH:51][N:52]=2)C=1.C([O-])([O-])=O.[K+].[K+].C[N:68](C=O)C. (4) Given the product [CH3:1][O:2][C:3]1[CH:4]=[C:5]2[C:10](=[CH:11][C:12]=1[O:13][CH2:14][CH:15]1[CH2:20][CH2:19][N:18]([CH2:36][CH2:37][N:38]3[CH2:43][CH2:42][O:41][CH2:40][CH2:39]3)[CH2:17][CH2:16]1)[N:9]=[CH:8][N:7]=[C:6]2[O:21][C:22]1[CH:23]=[C:24]2[C:28](=[CH:29][CH:30]=1)[NH:27][C:26]([CH3:31])=[CH:25]2, predict the reactants needed to synthesize it. The reactants are: [CH3:1][O:2][C:3]1[CH:4]=[C:5]2[C:10](=[CH:11][C:12]=1[O:13][CH2:14][CH:15]1[CH2:20][CH2:19][NH:18][CH2:17][CH2:16]1)[N:9]=[CH:8][N:7]=[C:6]2[O:21][C:22]1[CH:23]=[C:24]2[C:28](=[CH:29][CH:30]=1)[NH:27][C:26]([CH3:31])=[CH:25]2.[I-].[K+].Cl.Cl[CH2:36][CH2:37][N:38]1[CH2:43][CH2:42][O:41][CH2:40][CH2:39]1.C(=O)([O-])O.[Na+]. (5) Given the product [F:1][C:2]1[CH:3]=[N:4][C:5]2[CH:6]=[CH:7][C:8](=[O:17])[N:9]3[C@H:14]([CH2:16][OH:15])[CH2:13][S:12][C:11]=1[C:10]=23, predict the reactants needed to synthesize it. The reactants are: [F:1][C:2]1[C:11]([S:12][CH2:13][C@@H:14]2[CH2:16][O:15]2)=[C:10]2[C:5]([CH:6]=[CH:7][C:8]([O:17]C)=[N:9]2)=[N:4][CH:3]=1.FC(F)(F)S([O-])(=O)=O.[Yb+3].FC(F)(F)S([O-])(=O)=O.FC(F)(F)S([O-])(=O)=O.